Task: Predict which catalyst facilitates the given reaction.. Dataset: Catalyst prediction with 721,799 reactions and 888 catalyst types from USPTO (1) Reactant: C1(P(C2C=CC=CC=2)C2C=CC=CC=2)C=CC=CC=1.N1C=CN=C1.[I:25]I.[CH3:27][O:28][CH2:29][CH2:30][CH2:31][O:32][C:33]1[CH:34]=[C:35]([CH:43]=[CH:44][C:45]=1[O:46][CH3:47])[CH2:36][C@H:37]([CH:40]([CH3:42])[CH3:41])[CH2:38]O. Product: [CH3:27][O:28][CH2:29][CH2:30][CH2:31][O:32][C:33]1[CH:34]=[C:35]([CH2:36][C@@H:37]([CH2:38][I:25])[CH:40]([CH3:42])[CH3:41])[CH:43]=[CH:44][C:45]=1[O:46][CH3:47]. The catalyst class is: 2. (2) Reactant: [H-].[Al+3].[Li+].[H-].[H-].[H-].[Cl:7][C:8]1[CH:16]=[C:15]2[C:11]([C:12]([CH2:31][CH2:32][CH2:33][S:34][CH3:35])=[C:13]([C:26](OCC)=[O:27])[N:14]2[S:17]([C:20]2[CH:25]=[CH:24][CH:23]=[CH:22][CH:21]=2)(=[O:19])=[O:18])=[CH:10][CH:9]=1. Product: [Cl:7][C:8]1[CH:16]=[C:15]2[C:11]([C:12]([CH2:31][CH2:32][CH2:33][S:34][CH3:35])=[C:13]([CH2:26][OH:27])[N:14]2[S:17]([C:20]2[CH:25]=[CH:24][CH:23]=[CH:22][CH:21]=2)(=[O:19])=[O:18])=[CH:10][CH:9]=1. The catalyst class is: 7. (3) Reactant: [F:1][C:2]1[CH:7]=[CH:6][C:5]([C:8]2[S:16][C:15]3[C:14](=[O:17])[N:13]([CH:18]4[CH2:23][CH2:22][N:21](C(OC(C)(C)C)=O)[CH2:20][CH2:19]4)[C:12](=[O:31])[N:11]([CH2:32][C:33]4[O:37][N:36]=[C:35]([CH2:38][O:39][CH3:40])[N:34]=4)[C:10]=3[CH:9]=2)=[C:4]([O:41][CH3:42])[CH:3]=1.[ClH:43]. Product: [ClH:43].[F:1][C:2]1[CH:7]=[CH:6][C:5]([C:8]2[S:16][C:15]3[C:14](=[O:17])[N:13]([CH:18]4[CH2:23][CH2:22][NH:21][CH2:20][CH2:19]4)[C:12](=[O:31])[N:11]([CH2:32][C:33]4[O:37][N:36]=[C:35]([CH2:38][O:39][CH3:40])[N:34]=4)[C:10]=3[CH:9]=2)=[C:4]([O:41][CH3:42])[CH:3]=1. The catalyst class is: 12. (4) Reactant: [CH2:1]([O:3][C:4]([C:6]1([CH2:9][OH:10])[CH2:8][CH2:7]1)=[O:5])[CH3:2].C(=O)([O-])O.[Na+].CC1(C)N([O])C(C)(C)CCC1.[Br-].[Na+].Cl[O-].[Na+].S([O-])([O-])(=O)=S.[Na+].[Na+]. Product: [CH:9]([C:6]1([C:4]([O:3][CH2:1][CH3:2])=[O:5])[CH2:8][CH2:7]1)=[O:10]. The catalyst class is: 4. (5) Reactant: [OH:1][C:2]1[CH:7]=[CH:6][C:5]([B:8]([OH:10])[OH:9])=[CH:4][CH:3]=1.[Si:11](Cl)([C:14]([CH3:17])([CH3:16])[CH3:15])([CH3:13])[CH3:12].N1C=CN=C1. Product: [Si:11]([O:1][C:2]1[CH:7]=[CH:6][C:5]([B:8]([OH:10])[OH:9])=[CH:4][CH:3]=1)([C:14]([CH3:17])([CH3:16])[CH3:15])([CH3:13])[CH3:12]. The catalyst class is: 39. (6) Reactant: [C@@H:1]([C@H:5]([NH:31][C:32]([C@H:34]1[CH2:39][CH2:38][CH2:37][CH2:36][N:35]1[CH3:40])=[O:33])[C:6](=[O:30])[N:7]([CH2:27][CH2:28][CH3:29])[C@@H:8]([CH:24]([CH3:26])[CH3:25])[CH2:9][C@H:10]([C:16]1[S:17][CH:18]=[C:19]([C:21](O)=[O:22])[N:20]=1)[O:11][C:12](=[O:15])[NH:13][CH3:14])([CH2:3][CH3:4])[CH3:2].F[P-](F)(F)(F)(F)F.C[N+](C)=C(N(C)C)ON1C2N=CC=CC=2N=N1.C(N(CC)C(C)C)(C)C.[NH2:74][C@@H:75]([CH2:83][C:84]1[CH:89]=[CH:88][C:87]([N+:90]([O-:92])=[O:91])=[CH:86][CH:85]=1)[CH2:76][C:77]([CH3:82])([CH3:81])[C:78]([OH:80])=[O:79]. Product: [N+:90]([C:87]1[CH:86]=[CH:85][C:84]([CH2:83][C@H:75]([NH:74][C:21]([C:19]2[N:20]=[C:16]([C@@H:10]([CH2:9][C@H:8]([CH:24]([CH3:25])[CH3:26])[N:7]([CH2:27][CH2:28][CH3:29])[C:6](=[O:30])[C@H:5]([C@H:1]([CH2:3][CH3:4])[CH3:2])[NH:31][C:32]([C@H:34]3[CH2:39][CH2:38][CH2:37][CH2:36][N:35]3[CH3:40])=[O:33])[O:11][C:12](=[O:15])[NH:13][CH3:14])[S:17][CH:18]=2)=[O:22])[CH2:76][C:77]([CH3:81])([CH3:82])[C:78]([OH:80])=[O:79])=[CH:89][CH:88]=1)([O-:92])=[O:91]. The catalyst class is: 3. (7) Reactant: CS([O:5][CH2:6][CH2:7][CH2:8][CH2:9][CH2:10][CH2:11][CH2:12][CH2:13]/[CH:14]=[CH:15]\[CH2:16]/[CH:17]=[CH:18]\[CH2:19][CH2:20][CH2:21][CH2:22][CH3:23])(=O)=O.[CH2:24](O)[CH2:25][OH:26].[OH-].[Na+]. Product: [CH2:6]([O:5][CH2:24][CH2:25][OH:26])[CH2:7][CH2:8][CH2:9][CH2:10][CH2:11][CH2:12][CH2:13]/[CH:14]=[CH:15]\[CH2:16]/[CH:17]=[CH:18]\[CH2:19][CH2:20][CH2:21][CH2:22][CH3:23]. The catalyst class is: 12.